The task is: Predict which catalyst facilitates the given reaction.. This data is from Catalyst prediction with 721,799 reactions and 888 catalyst types from USPTO. (1) Reactant: [CH3:1][O:2][CH2:3][C:4]1[O:5][C:6]2[CH:12]=[C:11]([C:13](O)=[O:14])[CH:10]=[C:9]([O:16][C:17]3[CH:22]=[CH:21][C:20]([S:23]([CH3:26])(=[O:25])=[O:24])=[CH:19][CH:18]=3)[C:7]=2[CH:8]=1.CN(C(ON1N=NC2C=CC=NC1=2)=[N+](C)C)C.F[P-](F)(F)(F)(F)F.CCN(C(C)C)C(C)C.[NH2:60][C:61]1[CH:66]=[CH:65][C:64]([CH3:67])=[CH:63][N:62]=1. Product: [CH3:1][O:2][CH2:3][C:4]1[O:5][C:6]2[CH:12]=[C:11]([C:13]([NH:60][C:61]3[CH:66]=[CH:65][C:64]([CH3:67])=[CH:63][N:62]=3)=[O:14])[CH:10]=[C:9]([O:16][C:17]3[CH:22]=[CH:21][C:20]([S:23]([CH3:26])(=[O:24])=[O:25])=[CH:19][CH:18]=3)[C:7]=2[CH:8]=1. The catalyst class is: 3. (2) Reactant: Cl[CH2:2][C:3]1[CH:8]=[CH:7][C:6]([F:9])=[CH:5][C:4]=1[O:10][CH3:11].[Cl:12][CH2:13][CH2:14][CH2:15][OH:16].[H-].[Na+].C(=O)([O-])O.[Na+]. Product: [Cl:12][CH2:13][CH2:14][CH2:15][O:16][CH2:2][C:3]1[CH:8]=[CH:7][C:6]([F:9])=[CH:5][C:4]=1[O:10][CH3:11]. The catalyst class is: 9. (3) Reactant: [NH2:1][C:2]1[N:10]=[C:9]([F:11])[N:8]=[C:7]2[C:3]=1[N:4]=[C:5]([CH2:23][C:24]1[C:32]([I:33])=[CH:31][C:27]3[O:28][CH2:29][O:30][C:26]=3[CH:25]=1)[N:6]2[CH2:12][CH2:13][CH2:14][NH:15]C(=O)OC(C)(C)C. Product: [NH2:15][CH2:14][CH2:13][CH2:12][N:6]1[C:5]([CH2:23][C:24]2[C:32]([I:33])=[CH:31][C:27]3[O:28][CH2:29][O:30][C:26]=3[CH:25]=2)=[N:4][C:3]2[C:7]1=[N:8][C:9]([F:11])=[N:10][C:2]=2[NH2:1]. The catalyst class is: 137. (4) Reactant: [Cl-].[NH4+].[Br:3][C:4]1[CH:12]=[CH:11][C:7]([C:8]([OH:10])=[O:9])=[C:6]([N+:13]([O-])=O)[CH:5]=1. Product: [NH2:13][C:6]1[CH:5]=[C:4]([Br:3])[CH:12]=[CH:11][C:7]=1[C:8]([OH:10])=[O:9]. The catalyst class is: 190. (5) Reactant: [CH3:1][O:2][C:3]([NH:5][C@H:6]([C:11]([N:13]1[CH2:17][CH2:16][CH2:15][C@H:14]1[C:18]1[NH:19][C:20]([C:23]2[CH:28]=[C:27]3[CH2:29][O:30][C:31]4[CH:58]=[C:57]5[C:34]([CH:35]=[CH:36][C:37]6[N:41]=[C:40]([C@@H:42]7[CH2:46][C@H:45]([CH2:47][O:48][CH3:49])[CH2:44][N:43]7C(OC(C)(C)C)=O)[NH:39][C:38]=65)=[CH:33][C:32]=4[C:26]3=[CH:25][CH:24]=2)=[CH:21][N:22]=1)=[O:12])[C@@H:7]([CH3:10])[O:8][CH3:9])=[O:4].Cl.[CH3:60][O:61][C:62]([NH:64][C@H:65]([C:69]1[CH:74]=[CH:73][CH:72]=[CH:71][CH:70]=1)[C:66](O)=[O:67])=[O:63].CCN(C(C)C)C(C)C.CCOC(C(C#N)=NOC(N1CCOCC1)=[N+](C)C)=O.F[P-](F)(F)(F)(F)F. Product: [CH3:9][O:8][C@H:7]([CH3:10])[C@H:6]([NH:5][C:3]([O:2][CH3:1])=[O:4])[C:11]([N:13]1[CH2:17][CH2:16][CH2:15][C@H:14]1[C:18]1[NH:19][C:20]([C:23]2[CH:28]=[C:27]3[CH2:29][O:30][C:31]4[CH:58]=[C:57]5[C:34]([CH:35]=[CH:36][C:37]6[N:41]=[C:40]([C@@H:42]7[CH2:46][C@H:45]([CH2:47][O:48][CH3:49])[CH2:44][N:43]7[C:66](=[O:67])[C@H:65]([NH:64][C:62](=[O:63])[O:61][CH3:60])[C:69]7[CH:74]=[CH:73][CH:72]=[CH:71][CH:70]=7)[NH:39][C:38]=65)=[CH:33][C:32]=4[C:26]3=[CH:25][CH:24]=2)=[CH:21][N:22]=1)=[O:12]. The catalyst class is: 61. (6) Reactant: [C:1]([C:5]1[CH:10]=[CH:9][C:8]([S:11]([NH:14][C@@H:15]([CH2:19][NH:20][C:21](=[O:39])[C:22]2[CH:27]=[CH:26][C:25]([CH2:28][CH2:29][C:30](=[O:38])[NH:31][C:32]3[NH:33][CH2:34][CH2:35][CH2:36][N:37]=3)=[CH:24][CH:23]=2)[C:16]([OH:18])=[O:17])(=[O:13])=[O:12])=[CH:7][CH:6]=1)([CH3:4])([CH3:3])[CH3:2].[CH:40](O)([CH3:42])[CH3:41]. Product: [CH:40]([O:17][C:16](=[O:18])[C@@H:15]([NH:14][S:11]([C:8]1[CH:7]=[CH:6][C:5]([C:1]([CH3:4])([CH3:2])[CH3:3])=[CH:10][CH:9]=1)(=[O:13])=[O:12])[CH2:19][NH:20][C:21](=[O:39])[C:22]1[CH:27]=[CH:26][C:25]([CH2:28][CH2:29][C:30](=[O:38])[NH:31][C:32]2[NH:37][CH2:36][CH2:35][CH2:34][N:33]=2)=[CH:24][CH:23]=1)([CH3:42])[CH3:41]. The catalyst class is: 65.